The task is: Predict the reaction yield, written as a fraction of the theoretical maximum amount of product (1.0 means a 100% yield; for example, 0.34 means a 34% yield).. This data is from Reaction yield outcomes from USPTO patents with 853,638 reactions. The reactants are [C:1]([O:5][C:6]([N:8]1[CH2:12][C@H:11]([OH:13])[CH2:10][C@H:9]1[C:14]([O:16][CH3:17])=[O:15])=[O:7])([CH3:4])([CH3:3])[CH3:2].[C:18]1(O)[CH:23]=[CH:22][CH:21]=[CH:20][CH:19]=1.C1C=CC(P(C2C=CC=CC=2)C2C=CC=CC=2)=CC=1.CC(OC(/N=N/C(OC(C)C)=O)=O)C. The catalyst is C1COCC1. The product is [C:1]([O:5][C:6]([N:8]1[CH2:12][C@@H:11]([O:13][C:18]2[CH:23]=[CH:22][CH:21]=[CH:20][CH:19]=2)[CH2:10][C@H:9]1[C:14]([O:16][CH3:17])=[O:15])=[O:7])([CH3:4])([CH3:3])[CH3:2]. The yield is 0.860.